From a dataset of Forward reaction prediction with 1.9M reactions from USPTO patents (1976-2016). Predict the product of the given reaction. (1) Given the reactants [F:1][C:2]1[CH:3]=[C:4]([CH:12]=[C:13]([F:15])[CH:14]=1)[O:5][CH2:6]N1CCCC1.[O:16]1[CH2:20]CCC1.[CH2:21]([Li])[CH2:22][CH2:23][CH3:24].[CH3:26][N:27](C)CCN(C)C, predict the reaction product. The product is: [F:15][C:13]1[CH:12]=[C:4]([O:5][CH2:6][CH2:26][N:27]2[CH2:24][CH2:23][CH2:22][CH2:21]2)[CH:3]=[C:2]([F:1])[C:14]=1[CH:20]=[O:16]. (2) Given the reactants [Cl:1][C:2]1[CH:7]=[CH:6][C:5]([C:8]2[N:12]([C:13]3[CH:18]=[CH:17][CH:16]=[CH:15][C:14]=3[Cl:19])[N:11]=[C:10]3[C:20](=O)[N:21]([CH:23]([CH3:25])[CH3:24])[CH2:22][C:9]=23)=[CH:4][CH:3]=1.B.C1COCC1, predict the reaction product. The product is: [Cl:1][C:2]1[CH:7]=[CH:6][C:5]([C:8]2[N:12]([C:13]3[CH:18]=[CH:17][CH:16]=[CH:15][C:14]=3[Cl:19])[N:11]=[C:10]3[CH2:20][N:21]([CH:23]([CH3:25])[CH3:24])[CH2:22][C:9]=23)=[CH:4][CH:3]=1. (3) Given the reactants [Cl:1][C:2]1[CH:7]=[CH:6][C:5]([C:8]2[C:13]([CH3:14])=[N:12][NH:11][C:10](=O)[C:9]=2[C:16]2[CH:21]=[C:20]([F:22])[C:19]([F:23])=[CH:18][C:17]=2[F:24])=[CH:4][CH:3]=1.P(Cl)(Cl)([Cl:27])=O, predict the reaction product. The product is: [Cl:27][C:10]1[N:11]=[N:12][C:13]([CH3:14])=[C:8]([C:5]2[CH:6]=[CH:7][C:2]([Cl:1])=[CH:3][CH:4]=2)[C:9]=1[C:16]1[CH:21]=[C:20]([F:22])[C:19]([F:23])=[CH:18][C:17]=1[F:24]. (4) Given the reactants C1C(=O)N([Br:8])C(=O)C1.[CH3:9][S:10][C:11]1[CH:19]=[CH:18][C:14]2[CH2:15][CH2:16][O:17][C:13]=2[CH:12]=1.O, predict the reaction product. The product is: [Br:8][C:19]1[C:11]([S:10][CH3:9])=[CH:12][C:13]2[O:17][CH2:16][CH2:15][C:14]=2[CH:18]=1. (5) Given the reactants [Cl:1][C:2]1[C:3]2[N:4]([C:15](=[O:18])[NH:16][N:17]=2)[CH:5]=[CH:6][C:7]=1[C:8]1[CH:13]=[CH:12][C:11]([CH3:14])=[CH:10][CH:9]=1.Br[CH2:20][C:21]1[CH:26]=[CH:25][C:24]([C:27]([F:30])([F:29])[F:28])=[CH:23][CH:22]=1.C([O-])([O-])=O.[K+].[K+], predict the reaction product. The product is: [F:28][C:27]([F:29])([F:30])[C:24]1[CH:25]=[CH:26][C:21]([CH2:20][N:16]2[C:15](=[O:18])[N:4]3[CH:5]=[CH:6][C:7]([C:8]4[CH:9]=[CH:10][C:11]([CH3:14])=[CH:12][CH:13]=4)=[C:2]([Cl:1])[C:3]3=[N:17]2)=[CH:22][CH:23]=1. (6) Given the reactants C([N:8]1[CH2:13][CH2:12][N:11]([C:14]2[CH:19]=[C:18]([CH:20]3[N:24]([C:25]4[CH:30]=[CH:29][C:28]([F:31])=[CH:27][C:26]=4[F:32])[N:23]=[C:22]([C:33]([F:39])([F:38])[C:34]([F:37])([F:36])[F:35])[CH2:21]3)[CH:17]=[CH:16][N:15]=2)[CH2:10][CH2:9]1)(OC(C)(C)C)=O.[ClH:40], predict the reaction product. The product is: [ClH:40].[F:32][C:26]1[CH:27]=[C:28]([F:31])[CH:29]=[CH:30][C:25]=1[N:24]1[CH:20]([C:18]2[CH:17]=[CH:16][N:15]=[C:14]([N:11]3[CH2:10][CH2:9][NH:8][CH2:13][CH2:12]3)[CH:19]=2)[CH2:21][C:22]([C:33]([F:39])([F:38])[C:34]([F:35])([F:36])[F:37])=[N:23]1.